This data is from Forward reaction prediction with 1.9M reactions from USPTO patents (1976-2016). The task is: Predict the product of the given reaction. (1) Given the reactants [F:1][C:2]1[CH:3]=[C:4]([CH:6]=[CH:7][CH:8]=1)[NH2:5].Br[CH:10]([CH2:16][CH3:17])[C:11]([O:13][CH2:14][CH3:15])=[O:12], predict the reaction product. The product is: [F:1][C:2]1[CH:3]=[C:4]([NH:5][CH:10]([CH2:16][CH3:17])[C:11]([O:13][CH2:14][CH3:15])=[O:12])[CH:6]=[CH:7][CH:8]=1. (2) The product is: [C:1]([C:3]1[CH:4]=[CH:5][C:6]([C:9]2[N:13]3[CH:14]=[C:15]([C:18]4[CH:26]=[CH:25][C:21]([C:22]([N:58]5[CH2:59][CH2:60][CH:61]([NH:64][C:65](=[O:71])[O:66][C:67]([CH3:68])([CH3:70])[CH3:69])[CH2:62][CH2:63]5)=[O:23])=[CH:20][CH:19]=4)[CH:16]=[CH:17][C:12]3=[N:11][CH:10]=2)=[CH:7][CH:8]=1)#[N:2]. Given the reactants [C:1]([C:3]1[CH:8]=[CH:7][C:6]([C:9]2[N:13]3[CH:14]=[C:15]([C:18]4[CH:26]=[CH:25][C:21]([C:22](O)=[O:23])=[CH:20][CH:19]=4)[CH:16]=[CH:17][C:12]3=[N:11][CH:10]=2)=[CH:5][CH:4]=1)#[N:2].CN1CCOCC1.CN(C(ON1N=NC2C=CC=NC1=2)=[N+](C)C)C.F[P-](F)(F)(F)(F)F.[NH:58]1[CH2:63][CH2:62][CH:61]([NH:64][C:65](=[O:71])[O:66][C:67]([CH3:70])([CH3:69])[CH3:68])[CH2:60][CH2:59]1, predict the reaction product. (3) Given the reactants [CH2:1]([Si:3]([C:8]#[C:9][C@:10]1([CH2:35][O:36][CH2:37][C:38]2[CH:43]=[CH:42][CH:41]=[CH:40][CH:39]=2)[O:14][C@@H:13]([N:15]2[CH:22]=[CH:21][C:19](=[O:20])[NH:18][C:16]2=[O:17])[C@H:12]([O:23]C(=O)C)[C@@H:11]1[O:27][CH2:28][C:29]1[CH:34]=[CH:33][CH:32]=[CH:31][CH:30]=1)([CH2:6][CH3:7])[CH2:4][CH3:5])[CH3:2].C(N(CC)CC)C, predict the reaction product. The product is: [CH2:1]([Si:3]([C:8]#[C:9][C@:10]1([CH2:35][O:36][CH2:37][C:38]2[CH:39]=[CH:40][CH:41]=[CH:42][CH:43]=2)[O:14][C@@H:13]([N:15]2[CH:22]=[CH:21][C:19](=[O:20])[NH:18][C:16]2=[O:17])[C@H:12]([OH:23])[C@@H:11]1[O:27][CH2:28][C:29]1[CH:34]=[CH:33][CH:32]=[CH:31][CH:30]=1)([CH2:6][CH3:7])[CH2:4][CH3:5])[CH3:2]. (4) Given the reactants C(OC(=O)N(CC1C=CC2N(C3CCCN(C(=O)C(C#N)=CC(N)(C)C)C3)C([NH:25][C:26](=[O:34])[C:27]3[CH:32]=[CH:31][C:30]([Cl:33])=[CH:29][CH:28]=3)=NC=2C=1)[C@H](C(C)(C)C)C)C1C=CC=CC=1.Br, predict the reaction product. The product is: [Cl:33][C:30]1[CH:31]=[CH:32][C:27]([C:26]([NH2:25])=[O:34])=[CH:28][CH:29]=1. (5) Given the reactants [C:1]([O:5][C:6]([NH:8][C:9]1[S:17][C:16]2[C:11](=[N:12][CH:13]=[CH:14][C:15]=2[O:18][CH:19]([CH3:21])[CH3:20])[C:10]=1[C:22]([O:24]C)=[O:23])=[O:7])([CH3:4])([CH3:3])[CH3:2].[Li+].[OH-].C1COCC1.CO.O, predict the reaction product. The product is: [C:1]([O:5][C:6]([NH:8][C:9]1[S:17][C:16]2[C:11](=[N:12][CH:13]=[CH:14][C:15]=2[O:18][CH:19]([CH3:20])[CH3:21])[C:10]=1[C:22]([OH:24])=[O:23])=[O:7])([CH3:2])([CH3:4])[CH3:3]. (6) Given the reactants [CH2:1]([N:8]1[CH:16]=[N:15][C:14]2[C:9]1=[N:10][CH:11]=[N:12][C:13]=2[C:17]([O:25]CC)=[CH:18][C:19](=[O:24])[C:20]([O:22][CH3:23])=[O:21])[C:2]1[CH:7]=[CH:6][CH:5]=[CH:4][CH:3]=1, predict the reaction product. The product is: [CH2:1]([N:8]1[CH:16]=[N:15][C:14]2[C:9]1=[N:10][CH:11]=[N:12][C:13]=2[C:17](=[O:25])[CH:18]=[C:19]([OH:24])[C:20]([O:22][CH3:23])=[O:21])[C:2]1[CH:7]=[CH:6][CH:5]=[CH:4][CH:3]=1. (7) Given the reactants C[O:2][C:3]1[CH:8]=[CH:7][C:6]([CH2:9][CH:10]([C:16]2[O:17][CH:18]=[CH:19][N:20]=2)[CH2:11][C:12]([O:14][CH3:15])=[O:13])=[CH:5][CH:4]=1.B(Br)(Br)Br, predict the reaction product. The product is: [OH:2][C:3]1[CH:8]=[CH:7][C:6]([CH2:9][CH:10]([C:16]2[O:17][CH:18]=[CH:19][N:20]=2)[CH2:11][C:12]([O:14][CH3:15])=[O:13])=[CH:5][CH:4]=1. (8) The product is: [Cl:2][C:3]1[CH:8]=[CH:7][C:6]([C:9]2([C:22]#[N:23])[CH2:14][CH2:13][NH:12][CH2:11][CH2:10]2)=[C:5]([F:24])[CH:4]=1. Given the reactants Cl.[Cl:2][C:3]1[CH:8]=[CH:7][C:6]([C:9]2([C:22]#[N:23])[CH2:14][CH2:13][N:12](C(OC(C)(C)C)=O)[CH2:11][CH2:10]2)=[C:5]([F:24])[CH:4]=1, predict the reaction product. (9) Given the reactants [S:1]1[CH:5]=[CH:4][CH:3]=[C:2]1B(O)O.Br[C:10]1[CH:15]=[CH:14][C:13]([CH2:16][CH2:17][CH2:18][CH2:19][CH3:20])=[C:12]([F:21])[CH:11]=1.C(=O)([O-])O.[Na+].C1(C)C=CC=CC=1, predict the reaction product. The product is: [F:21][C:12]1[CH:11]=[C:10]([C:2]2[S:1][CH:5]=[CH:4][CH:3]=2)[CH:15]=[CH:14][C:13]=1[CH2:16][CH2:17][CH2:18][CH2:19][CH3:20].